Regression/Classification. Given a drug SMILES string, predict its absorption, distribution, metabolism, or excretion properties. Task type varies by dataset: regression for continuous measurements (e.g., permeability, clearance, half-life) or binary classification for categorical outcomes (e.g., BBB penetration, CYP inhibition). For this dataset (lipophilicity_astrazeneca), we predict Y. From a dataset of Experimental lipophilicity measurements (octanol/water distribution) for 4,200 compounds from AstraZeneca. (1) The molecule is COc1cc(N2CCN(C(C)=O)CC2)ccc1Nc1ncc(Cl)c(-c2cnc3cc(Cl)ccn23)n1. The Y is 4.20 logD. (2) The molecule is CCC(NC(=O)c1ccc(C)cc1)c1nc2ccsc2c(=O)n1Cc1ccccc1. The Y is 4.14 logD. (3) The molecule is COc1cc2ncnc(Nc3cccc(Cl)c3F)c2cc1CN1CCC[C@H]1C(N)=O. The Y is 3.58 logD. (4) The molecule is O=C(NCC1CCCCCC1)c1cc(-c2cccnc2N2CCC(C(=O)O)CC2)ccc1Cl. The Y is 2.53 logD. (5) The molecule is Cc1ccc(S(=O)(=O)Nc2c(C(=O)N[C@@H](C)C(C)(C)C)c(C)nn2C2CCCCC2)cc1. The Y is 1.97 logD. (6) The molecule is COc1cc(C(=O)NS(=O)(=O)c2ccccc2C)ccc1Cc1c[nH]c2ccc(NC(=O)CC3CCCC3)cc12. The Y is 2.00 logD.